From a dataset of Full USPTO retrosynthesis dataset with 1.9M reactions from patents (1976-2016). Predict the reactants needed to synthesize the given product. (1) Given the product [CH3:1][O:2][C:3]1[C:8]2[CH2:9][CH2:10][CH:11]([N:22]3[CH2:23][CH2:24][N:19]([CH3:18])[CH2:20][CH2:21]3)[CH2:12][CH2:13][C:7]=2[CH:6]=[CH:5][C:4]=1[N+:15]([O-:17])=[O:16], predict the reactants needed to synthesize it. The reactants are: [CH3:1][O:2][C:3]1[C:8]2[CH2:9][CH2:10][C:11](=O)[CH2:12][CH2:13][C:7]=2[CH:6]=[CH:5][C:4]=1[N+:15]([O-:17])=[O:16].[CH3:18][N:19]1[CH2:24][CH2:23][NH:22][CH2:21][CH2:20]1. (2) Given the product [CH2:25]([N:20]([CH2:19][C:13]1[CH:14]=[C:15]([Br:18])[CH:16]=[CH:17][C:12]=1[O:11][C:7]1[CH:6]=[C:5]([CH2:4][C:3]([OH:32])=[O:2])[CH:10]=[CH:9][CH:8]=1)[C:21]([O:23][CH3:24])=[O:22])[C:26]1[CH:27]=[CH:28][CH:29]=[CH:30][CH:31]=1, predict the reactants needed to synthesize it. The reactants are: C[O:2][C:3](=[O:32])[CH2:4][C:5]1[CH:10]=[CH:9][CH:8]=[C:7]([O:11][C:12]2[CH:17]=[CH:16][C:15]([Br:18])=[CH:14][C:13]=2[CH2:19][N:20]([CH2:25][C:26]2[CH:31]=[CH:30][CH:29]=[CH:28][CH:27]=2)[C:21]([O:23][CH3:24])=[O:22])[CH:6]=1.[OH-].[Li+].Cl. (3) Given the product [Cl:1][C:2]1[CH:3]=[C:4]([CH3:17])[C:5]2[N:11]=[C:12]([O:14][CH2:15][CH3:16])[O:13][C:7](=[O:8])[C:6]=2[CH:10]=1, predict the reactants needed to synthesize it. The reactants are: [Cl:1][C:2]1[CH:3]=[C:4]([CH3:17])[C:5]([NH:11][C:12]([O:14][CH2:15][CH3:16])=[O:13])=[C:6]([CH:10]=1)[C:7](O)=[O:8].P(Br)(Br)Br. (4) Given the product [OH:24][N:23]=[C:1]([C:3]1[CH:8]=[CH:7][C:6]([CH:9]([N:13]([CH3:22])[CH2:14][C:15]([O:17][C:18]([CH3:20])([CH3:19])[CH3:21])=[O:16])[CH2:10][O:11][CH3:12])=[CH:5][CH:4]=1)[NH2:2], predict the reactants needed to synthesize it. The reactants are: [C:1]([C:3]1[CH:8]=[CH:7][C:6]([CH:9]([N:13]([CH3:22])[CH2:14][C:15]([O:17][C:18]([CH3:21])([CH3:20])[CH3:19])=[O:16])[CH2:10][O:11][CH3:12])=[CH:5][CH:4]=1)#[N:2].[NH2:23][OH:24]. (5) Given the product [Cl:37][C:8]1[N:16]=[CH:15][N:14]=[C:13]2[C:9]=1[N:10]=[C:11]([C:23]1[CH:28]=[CH:27][C:26]([O:29][CH2:30][CH2:31][N:32]3[CH2:36][CH2:35][CH2:34][CH2:33]3)=[CH:25][CH:24]=1)[NH:12]2, predict the reactants needed to synthesize it. The reactants are: C1(S[C:8]2[N:16]=[CH:15][N:14]=[C:13]3[C:9]=2[N:10]=[C:11]([C:23]2[CH:28]=[CH:27][C:26]([O:29][CH2:30][CH2:31][N:32]4[CH2:36][CH2:35][CH2:34][CH2:33]4)=[CH:25][CH:24]=2)[N:12]3C2CCCCO2)C=CC=CC=1.[ClH:37].C(=O)(O)[O-].[Na+]. (6) Given the product [CH3:10][N:6]1[C:5]2[CH:11]=[CH:12][C:2]([N:1]3[CH:16]=[C:17]([C:18]([O:20][CH2:21][CH3:22])=[O:19])[C:23](=[O:30])[NH:24][C:25]3=[O:26])=[CH:3][C:4]=2[O:8][C:7]1=[O:9], predict the reactants needed to synthesize it. The reactants are: [NH2:1][C:2]1[CH:12]=[CH:11][C:5]2[N:6]([CH3:10])[C:7](=[O:9])[O:8][C:4]=2[CH:3]=1.C(O[CH:16]=[C:17]([C:23](=[O:30])[NH:24][C:25](OCC)=[O:26])[C:18]([O:20][CH2:21][CH3:22])=[O:19])C.CC(C)([O-])C.[K+].Cl.